This data is from Experimentally validated miRNA-target interactions with 360,000+ pairs, plus equal number of negative samples. The task is: Binary Classification. Given a miRNA mature sequence and a target amino acid sequence, predict their likelihood of interaction. (1) The miRNA is hsa-miR-6827-3p with sequence ACCGUCUCUUCUGUUCCCCAG. The protein sequence of the target gene is MLLSKFGSLAHLCGPGGVDHLPVKILQPAKADKESFEKVYQVGAVLGSGGFGTVYAGSRIADGLPVAVKHVVKERVTEWGSLGGVAVPLEVVLLRKVGAAGGARGVIRLLDWFERPDGFLLVLERPEPAQDLFDFITERGALDEPLARRFFAQVLAAVRHCHNCGVVHRDIKDENLLVDLRSGELKLIDFGSGAVLKDTVYTDFDGTRVYSPPEWIRYHRYHGRSATVWSLGVLLYDMVCGDIPFEQDEEILRGRLFFRRRVSPECQQLIEWCLSLRPSERPSLDQIAAHPWMLGTEGSV.... Result: 0 (no interaction). (2) The protein sequence of the target gene is MYMQVETRTSTRLHLKRAPGIRSWSLLVGILSTGLAAAYYSGDSLGWKLFYVTGCLFVAVQNLEDWEEAIFNKNTGKVILKTFSLYKKLLTLLRAGHDQVVVLLKDIQDVNVEEEKVRYFGKGYMVVLRFATGFSHPLTQSAVMGRRSDVEAIAKLITSFLELHRLESPSERSQSSDSEPDGPGGQS. Result: 0 (no interaction). The miRNA is hsa-miR-6757-5p with sequence UAGGGAUGGGAGGCCAGGAUGA.